From a dataset of NCI-60 drug combinations with 297,098 pairs across 59 cell lines. Regression. Given two drug SMILES strings and cell line genomic features, predict the synergy score measuring deviation from expected non-interaction effect. (1) Drug 1: C(CN)CNCCSP(=O)(O)O. Drug 2: N.N.Cl[Pt+2]Cl. Cell line: KM12. Synergy scores: CSS=12.2, Synergy_ZIP=-7.42, Synergy_Bliss=0.104, Synergy_Loewe=-8.92, Synergy_HSA=0.424. (2) Drug 1: CC1=C2C(C(=O)C3(C(CC4C(C3C(C(C2(C)C)(CC1OC(=O)C(C(C5=CC=CC=C5)NC(=O)OC(C)(C)C)O)O)OC(=O)C6=CC=CC=C6)(CO4)OC(=O)C)OC)C)OC. Drug 2: CN(CCCl)CCCl.Cl. Cell line: CCRF-CEM. Synergy scores: CSS=33.8, Synergy_ZIP=-1.69, Synergy_Bliss=-7.13, Synergy_Loewe=-14.2, Synergy_HSA=-6.53. (3) Drug 1: C1=NC(=NC(=O)N1C2C(C(C(O2)CO)O)O)N. Drug 2: CC1C(C(CC(O1)OC2CC(CC3=C2C(=C4C(=C3O)C(=O)C5=C(C4=O)C(=CC=C5)OC)O)(C(=O)CO)O)N)O.Cl. Cell line: SF-539. Synergy scores: CSS=46.8, Synergy_ZIP=-4.08, Synergy_Bliss=-1.64, Synergy_Loewe=-2.15, Synergy_HSA=0.208.